The task is: Regression/Classification. Given a drug SMILES string, predict its absorption, distribution, metabolism, or excretion properties. Task type varies by dataset: regression for continuous measurements (e.g., permeability, clearance, half-life) or binary classification for categorical outcomes (e.g., BBB penetration, CYP inhibition). For this dataset (solubility_aqsoldb), we predict Y.. This data is from Aqueous solubility values for 9,982 compounds from the AqSolDB database. (1) The compound is CC[P+](c1ccccc1)(c1ccccc1)c1ccccc1.[Br-]. The Y is -0.937 log mol/L. (2) The drug is CCCCCCCCCCCCCCCCCCCCCC(=O)[O-].[Ag+]. The Y is -6.78 log mol/L. (3) The molecule is CC(C)(C)c1cc(CCC(=O)OCCNC(=O)C(=O)NCCOC(=O)CCc2cc(C(C)(C)C)c(O)c(C(C)(C)C)c2)cc(C(C)(C)C)c1O. The Y is -8.67 log mol/L.